The task is: Predict the product of the given reaction.. This data is from Forward reaction prediction with 1.9M reactions from USPTO patents (1976-2016). (1) Given the reactants [NH2:1][C:2]1[CH:3]=[C:4]([CH:8]=[CH:9][C:10]=1[Cl:11])[C:5]([OH:7])=[O:6].C(N(C(C)C)CC)(C)C.[Cl:21][C:22]1[CH:32]=[CH:31][CH:30]=[CH:29][C:23]=1[C:24]([N:26]=[C:27]=[O:28])=[O:25], predict the reaction product. The product is: [Cl:11][C:10]1[CH:9]=[CH:8][C:4]([C:5]([OH:7])=[O:6])=[CH:3][C:2]=1[NH:1][C:27]([NH:26][C:24](=[O:25])[C:23]1[CH:29]=[CH:30][CH:31]=[CH:32][C:22]=1[Cl:21])=[O:28]. (2) Given the reactants [Cl:1][C:2]1[C:3]([F:24])=[C:4]([CH:13]2[CH2:16][N:15]([C:17]([O:19][C:20]([CH3:23])([CH3:22])[CH3:21])=[O:18])[CH2:14]2)[C:5]([O:11][CH3:12])=[C:6]([CH:8](Cl)[CH3:9])[CH:7]=1.[I:25][C:26]1[C:34]2[C:29](=[N:30][CH:31]=[N:32][C:33]=2[NH2:35])[NH:28][N:27]=1.[I-].[K+].C(=O)([O-])[O-].[Cs+].[Cs+], predict the reaction product. The product is: [NH2:35][C:33]1[N:32]=[CH:31][N:30]=[C:29]2[N:28]([CH:8]([C:6]3[C:5]([O:11][CH3:12])=[C:4]([CH:13]4[CH2:16][N:15]([C:17]([O:19][C:20]([CH3:23])([CH3:22])[CH3:21])=[O:18])[CH2:14]4)[C:3]([F:24])=[C:2]([Cl:1])[CH:7]=3)[CH3:9])[N:27]=[C:26]([I:25])[C:34]=12. (3) Given the reactants [OH:1][C:2]1[C:3](=[O:14])[C:4]2[C:9]([C:10](=[O:12])[CH:11]=1)=[CH:8][CH:7]=[C:6](Cl)[CH:5]=2.[CH:15](=O)[CH2:16][CH2:17][C:18]1[CH:23]=[CH:22][CH:21]=[CH:20][CH:19]=1, predict the reaction product. The product is: [CH2:17]([C:16]1[O:1][C:2]2[C:3](=[O:14])[C:4]3[C:9]([C:10](=[O:12])[C:11]=2[CH:15]=1)=[CH:8][CH:7]=[CH:6][CH:5]=3)[C:18]1[CH:23]=[CH:22][CH:21]=[CH:20][CH:19]=1.[OH:1][C:2]1[C:3](=[O:14])[C:4]2[C:9]([C:10](=[O:12])[C:11]=1[CH:15]=[CH:16][CH2:17][C:18]1[CH:23]=[CH:22][CH:21]=[CH:20][CH:19]=1)=[CH:8][CH:7]=[CH:6][CH:5]=2. (4) Given the reactants [Si](OCCS[C@H:12]1[C@@H:17]([CH3:18])[CH2:16][C@@H:15]([C:19]2[CH:24]=[CH:23][N:22]=[CH:21][C:20]=2[NH:25][C:26](=[O:42])[C:27]2[CH:32]=[CH:31][C:30]([F:33])=[C:29]([C:34]3[C:39]([F:40])=[CH:38][CH:37]=[CH:36][C:35]=3[F:41])[N:28]=2)[CH2:14][C@H:13]1[NH:43]C(=O)OC(C)(C)C)(C(C)(C)C)(C)C.O[O:52][S:53]([O-:55])=O.[K+].[C:57](O)([C:59](F)(F)F)=[O:58].C(Cl)Cl, predict the reaction product. The product is: [NH2:43][C@H:13]1[C@@H:12]([S:53]([CH2:59][CH2:57][OH:58])(=[O:55])=[O:52])[C@@H:17]([CH3:18])[CH2:16][C@@H:15]([C:19]2[CH:24]=[CH:23][N:22]=[CH:21][C:20]=2[NH:25][C:26](=[O:42])[C:27]2[CH:32]=[CH:31][C:30]([F:33])=[C:29]([C:34]3[C:35]([F:41])=[CH:36][CH:37]=[CH:38][C:39]=3[F:40])[N:28]=2)[CH2:14]1. (5) Given the reactants [CH3:1][NH:2][C:3]1[CH:8]=[CH:7][C:6]([N+:9]([O-:11])=[O:10])=[CH:5][CH:4]=1.[CH3:24][C:23]([O:22][C:20](O[C:20]([O:22][C:23]([CH3:26])([CH3:25])[CH3:24])=[O:21])=[O:21])([CH3:26])[CH3:25], predict the reaction product. The product is: [C:23]([O:22][C:20](=[O:21])[N:2]([CH3:1])[C:3]1[CH:4]=[CH:5][C:6]([N+:9]([O-:11])=[O:10])=[CH:7][CH:8]=1)([CH3:24])([CH3:25])[CH3:26]. (6) Given the reactants [CH2:1]([N:3]([CH2:42][CH3:43])[CH2:4][CH2:5][CH2:6][CH2:7][NH:8][C:9]1[N:10]=[CH:11][C:12]2[CH:18]=[C:17]([C:19]3[CH:24]=[C:23]([O:25][CH3:26])[CH:22]=[C:21]([O:27][CH3:28])[C:20]=3[F:29])[C:16](=[O:30])[N:15]([CH2:31][CH2:32][C:33]3[CH:38]=[CH:37][CH:36]=[C:35]([N+:39]([O-])=O)[CH:34]=3)[C:13]=2[N:14]=1)[CH3:2], predict the reaction product. The product is: [NH2:39][C:35]1[CH:34]=[C:33]([CH2:32][CH2:31][N:15]2[C:13]3[N:14]=[C:9]([NH:8][CH2:7][CH2:6][CH2:5][CH2:4][N:3]([CH2:42][CH3:43])[CH2:1][CH3:2])[N:10]=[CH:11][C:12]=3[CH:18]=[C:17]([C:19]3[CH:24]=[C:23]([O:25][CH3:26])[CH:22]=[C:21]([O:27][CH3:28])[C:20]=3[F:29])[C:16]2=[O:30])[CH:38]=[CH:37][CH:36]=1.